This data is from Peptide-MHC class I binding affinity with 185,985 pairs from IEDB/IMGT. The task is: Regression. Given a peptide amino acid sequence and an MHC pseudo amino acid sequence, predict their binding affinity value. This is MHC class I binding data. (1) The peptide sequence is SQFGGGSQY. The MHC is HLA-A11:01 with pseudo-sequence HLA-A11:01. The binding affinity (normalized) is 0.435. (2) The peptide sequence is NRLPYYDPW. The MHC is Mamu-B17 with pseudo-sequence Mamu-B17. The binding affinity (normalized) is 0.814. (3) The peptide sequence is HSNIEEVAL. The MHC is HLA-A02:01 with pseudo-sequence HLA-A02:01. The binding affinity (normalized) is 0.0991. (4) The peptide sequence is STMPLSWMY. The MHC is HLA-A03:01 with pseudo-sequence HLA-A03:01. The binding affinity (normalized) is 0.745. (5) The peptide sequence is LPQYFTFDL. The MHC is HLA-A02:03 with pseudo-sequence HLA-A02:03. The binding affinity (normalized) is 0.0847. (6) The binding affinity (normalized) is 0.382. The peptide sequence is GTDNSVVLSR. The MHC is Patr-A0401 with pseudo-sequence Patr-A0401. (7) The peptide sequence is VSSLWSMIW. The binding affinity (normalized) is 0.135. The MHC is HLA-B08:01 with pseudo-sequence HLA-B08:01. (8) The peptide sequence is VPAPAGPIV. The MHC is HLA-B53:01 with pseudo-sequence HLA-B53:01. The binding affinity (normalized) is 0.306.